From a dataset of Forward reaction prediction with 1.9M reactions from USPTO patents (1976-2016). Predict the product of the given reaction. (1) Given the reactants Br[C:2]1[CH:3]=[N:4][C:5]2[N:6]([CH:8]=[C:9]([CH2:11][O:12][C:13]3[CH:18]=[CH:17][CH:16]=[CH:15][N:14]=3)[N:10]=2)[CH:7]=1.[F:19][C:20]1[C:21]([O:29][CH3:30])=[C:22](B(O)O)[CH:23]=[CH:24][CH:25]=1, predict the reaction product. The product is: [F:19][C:20]1[C:21]([O:29][CH3:30])=[C:22]([C:2]2[CH:3]=[N:4][C:5]3[N:6]([CH:8]=[C:9]([CH2:11][O:12][C:13]4[CH:18]=[CH:17][CH:16]=[CH:15][N:14]=4)[N:10]=3)[CH:7]=2)[CH:23]=[CH:24][CH:25]=1. (2) Given the reactants [Cl:1][C:2]1[CH:7]=[CH:6][CH:5]=[CH:4][C:3]=1[C:8]1[N:17]=[C:16]([CH:18]2[CH2:23][CH2:22][NH:21][CH2:20][CH2:19]2)[CH:15]=[C:14]2[C:9]=1[CH:10]=[CH:11][C:12](=[O:32])[N:13]2[C:24]1[C:29]([Cl:30])=[CH:28][CH:27]=[CH:26][C:25]=1[Cl:31].[CH3:33][C:34]([CH3:36])=O.C([BH3-])#N.[Na+], predict the reaction product. The product is: [Cl:1][C:2]1[CH:7]=[CH:6][CH:5]=[CH:4][C:3]=1[C:8]1[N:17]=[C:16]([CH:18]2[CH2:19][CH2:20][N:21]([CH:34]([CH3:36])[CH3:33])[CH2:22][CH2:23]2)[CH:15]=[C:14]2[C:9]=1[CH:10]=[CH:11][C:12](=[O:32])[N:13]2[C:24]1[C:25]([Cl:31])=[CH:26][CH:27]=[CH:28][C:29]=1[Cl:30]. (3) Given the reactants Cl[CH2:2][NH:3][C:4](=[O:9])[C:5]([CH3:8])([CH3:7])[CH3:6].[CH3:10][C:11]1[C:19]2[C:14](=[CH:15][CH:16]=[C:17]([C:20]#[N:21])[CH:18]=2)[NH:13][C:12]=1[C:22]1[CH:23]=[N:24][CH:25]=[CH:26][CH:27]=1, predict the reaction product. The product is: [C:20]([C:17]1[CH:18]=[C:19]2[C:14](=[CH:15][CH:16]=1)[N:13]([CH2:2][NH:3][C:4](=[O:9])[C:5]([CH3:8])([CH3:7])[CH3:6])[C:12]([C:22]1[CH:23]=[N:24][CH:25]=[CH:26][CH:27]=1)=[C:11]2[CH3:10])#[N:21]. (4) Given the reactants CC(C)[C@H](N1CC2C(=CC(C3C=CC(NC(C4SC(C5C=CC=CC=5)=CN=4)=O)=CC=3)=CC=2)C1=O)C(OC)=O.[NH2:39][C:40]1[CH:45]=[CH:44][C:43]([C:46]2[CH:54]=[C:53]3[C:49]([CH2:50][N:51]([C@@H:56]([CH:61]([CH3:63])[CH3:62])[C:57]([O:59][CH3:60])=[O:58])[C:52]3=[O:55])=[CH:48][CH:47]=2)=[CH:42][CH:41]=1.[C:64]1([C:70]2[NH:71][C:72]([C:75](OCC)=[O:76])=[N:73][N:74]=2)[CH:69]=[CH:68][CH:67]=[CH:66][CH:65]=1, predict the reaction product. The product is: [CH3:62][CH:61]([CH3:63])[C@H:56]([N:51]1[CH2:50][C:49]2[C:53](=[CH:54][C:46]([C:43]3[CH:42]=[CH:41][C:40]([NH:39][C:75]([C:72]4[NH:71][C:70]([C:64]5[CH:65]=[CH:66][CH:67]=[CH:68][CH:69]=5)=[N:74][N:73]=4)=[O:76])=[CH:45][CH:44]=3)=[CH:47][CH:48]=2)[C:52]1=[O:55])[C:57]([O:59][CH3:60])=[O:58].